Regression. Given two drug SMILES strings and cell line genomic features, predict the synergy score measuring deviation from expected non-interaction effect. From a dataset of NCI-60 drug combinations with 297,098 pairs across 59 cell lines. Drug 1: CC1=C(C(CCC1)(C)C)C=CC(=CC=CC(=CC(=O)O)C)C. Drug 2: CC1=C(C=C(C=C1)NC(=O)C2=CC=C(C=C2)CN3CCN(CC3)C)NC4=NC=CC(=N4)C5=CN=CC=C5. Cell line: M14. Synergy scores: CSS=-3.14, Synergy_ZIP=4.07, Synergy_Bliss=5.32, Synergy_Loewe=-4.85, Synergy_HSA=-2.55.